Dataset: Forward reaction prediction with 1.9M reactions from USPTO patents (1976-2016). Task: Predict the product of the given reaction. (1) Given the reactants [Br:1]N1C(=O)CCC1=O.[CH3:9][C:10]1([CH3:28])[CH:14]([C:15]2[CH:20]=[CH:19][C:18]([CH3:21])=[CH:17][CH:16]=2)[C:13]2[C:22]([CH3:27])=[CH:23][C:24]([CH3:26])=[CH:25][C:12]=2[O:11]1, predict the reaction product. The product is: [Br:1][C:23]1[C:24]([CH3:26])=[CH:25][C:12]2[O:11][C:10]([CH3:28])([CH3:9])[CH:14]([C:15]3[CH:16]=[CH:17][C:18]([CH3:21])=[CH:19][CH:20]=3)[C:13]=2[C:22]=1[CH3:27]. (2) Given the reactants [OH:1][C:2]1[CH:3]=[C:4]([CH:7]=[CH:8][CH:9]=1)[CH:5]=[O:6].C(=O)([O-])[O-].[K+].[K+].Br[CH2:17][CH2:18][CH2:19][CH3:20], predict the reaction product. The product is: [CH2:17]([O:1][C:2]1[CH:3]=[C:4]([CH:7]=[CH:8][CH:9]=1)[CH:5]=[O:6])[CH2:18][CH2:19][CH3:20]. (3) Given the reactants [Cl:1][C:2]1[C:3]([O:12][CH3:13])=[CH:4][C:5]([CH3:11])=[C:6](B(O)O)[CH:7]=1.I[C:15]1[N:20]=[C:19]([NH2:21])[N:18]=[C:17]([NH:22][CH3:23])[CH:16]=1, predict the reaction product. The product is: [Cl:1][C:2]1[C:3]([O:12][CH3:13])=[CH:4][C:5]([CH3:11])=[C:6]([C:15]2[N:20]=[C:19]([NH2:21])[N:18]=[C:17]([NH:22][CH3:23])[CH:16]=2)[CH:7]=1. (4) Given the reactants [Cl:1][C:2]1[CH:15]=[CH:14][C:5]([C:6]([NH:8][CH2:9][CH:10]2[CH2:13][CH2:12][CH2:11]2)=[O:7])=[CH:4][N:3]=1.[CH:16]([Mg]Cl)([CH3:18])[CH3:17], predict the reaction product. The product is: [Cl:1][C:2]1[CH:15]=[C:14]([CH:16]([CH3:18])[CH3:17])[C:5]([C:6]([NH:8][CH2:9][CH:10]2[CH2:13][CH2:12][CH2:11]2)=[O:7])=[CH:4][N:3]=1.